Dataset: Catalyst prediction with 721,799 reactions and 888 catalyst types from USPTO. Task: Predict which catalyst facilitates the given reaction. Reactant: [CH3:1][C@H:2]1[CH2:6][CH2:5][CH2:4][N:3]1[C@H:7]1[CH2:11][CH2:10][N:9]([C:12]2[CH:17]=[CH:16][C:15]([N+:18]([O-])=O)=[C:14]([CH3:21])[CH:13]=2)[CH2:8]1. Product: [CH3:21][C:14]1[CH:13]=[C:12]([N:9]2[CH2:10][CH2:11][C@H:7]([N:3]3[CH2:4][CH2:5][CH2:6][C@@H:2]3[CH3:1])[CH2:8]2)[CH:17]=[CH:16][C:15]=1[NH2:18]. The catalyst class is: 29.